Dataset: Full USPTO retrosynthesis dataset with 1.9M reactions from patents (1976-2016). Task: Predict the reactants needed to synthesize the given product. Given the product [NH:1]1[C:5]2[CH:6]=[CH:7][CH:8]=[C:9]([CH:10]=[O:11])[C:4]=2[N:3]=[CH:2]1, predict the reactants needed to synthesize it. The reactants are: [NH:1]1[C:5]2[CH:6]=[CH:7][CH:8]=[C:9]([CH2:10][OH:11])[C:4]=2[N:3]=[CH:2]1.C(Cl)Cl.N1C=CC=CC=1.CC(OI1(OC(C)=O)(OC(C)=O)OC(=O)C2C=CC=CC1=2)=O.